This data is from Tyrosyl-DNA phosphodiesterase HTS with 341,365 compounds. The task is: Binary Classification. Given a drug SMILES string, predict its activity (active/inactive) in a high-throughput screening assay against a specified biological target. (1) The drug is Fc1ccc(N2C(N3C(CCC3)C2=O)c2ccc(cc2)C)cc1. The result is 0 (inactive). (2) The compound is O(CC1c2c(c3c1cccc3)cccc2)C(=O)NC1CC=CCC(CC(=O)NC(Cc2ccccc2)CO)C(=O)NC(Cc2ccccc2)COC1=O. The result is 0 (inactive). (3) The compound is O=C(NN\C=C1\c2c(N=C1)cccc2)CCN1CCCCC1. The result is 0 (inactive). (4) The result is 0 (inactive). The molecule is O(C(c1nc(ccc1)C)C(=O)NCc1ccccc1)C(=O)c1occc1.